Predict the reaction yield, written as a fraction of the theoretical maximum amount of product (1.0 means a 100% yield; for example, 0.34 means a 34% yield). From a dataset of Reaction yield outcomes from USPTO patents with 853,638 reactions. (1) The reactants are [F:1][C:2]1[CH:7]=[C:6](F)[CH:5]=[C:4]([F:9])[C:3]=1[N+:10]([O-:12])=[O:11].C(=O)([O-])[O-].[K+].[K+].[NH:19]1[CH2:24][CH2:23][O:22][CH2:21][CH2:20]1. The catalyst is CS(C)=O.CCOC(C)=O. The product is [F:1][C:2]1[CH:7]=[C:6]([N:19]2[CH2:24][CH2:23][O:22][CH2:21][CH2:20]2)[CH:5]=[C:4]([F:9])[C:3]=1[N+:10]([O-:12])=[O:11]. The yield is 0.390. (2) The reactants are [CH2:1]1[C:13]2[NH:12][C:11]3[C:6](=[CH:7][CH:8]=[CH:9][CH:10]=3)[C:5]=2[CH2:4][CH:3]([C:14]([OH:16])=[O:15])[CH2:2]1.[H-].[Na+].Br[CH2:20][C:21]([O:23][CH2:24][CH3:25])=[O:22].OP([O-])(O)=O.[K+]. The catalyst is CN(C=O)C. The product is [CH2:24]([O:23][C:21]([CH2:20][N:12]1[C:13]2[CH2:1][CH2:2][CH:3]([C:14]([OH:16])=[O:15])[CH2:4][C:5]=2[C:6]2[C:11]1=[CH:10][CH:9]=[CH:8][CH:7]=2)=[O:22])[CH3:25]. The yield is 0.610.